From a dataset of Full USPTO retrosynthesis dataset with 1.9M reactions from patents (1976-2016). Predict the reactants needed to synthesize the given product. (1) Given the product [Cl:21][C:22]1[CH:23]=[CH:24][C:25]2[N:26]([C:28]([C:31]([C:11]3[C:2]([F:1])=[C:3]4[C:8](=[CH:9][C:10]=3[F:12])[N:7]=[CH:6][CH:5]=[CH:4]4)([OH:33])[CH3:32])=[CH:29][N:30]=2)[N:27]=1, predict the reactants needed to synthesize it. The reactants are: [F:1][C:2]1[CH:11]=[C:10]([F:12])[CH:9]=[C:8]2[C:3]=1[CH:4]=[CH:5][CH:6]=[N:7]2.[Li+].CC([N-]C(C)C)C.[Cl:21][C:22]1[CH:23]=[CH:24][C:25]2[N:26]([C:28]([C:31](=[O:33])[CH3:32])=[CH:29][N:30]=2)[N:27]=1. (2) Given the product [O:29]=[S:2]1(=[O:1])[C:8]2[CH:9]=[CH:10][CH:11]=[CH:12][C:7]=2[CH2:6][N:5]([C:13]2[CH:22]=[C:21]([NH:23][CH2:24][CH2:25][C:26]3[NH:32][N:31]=[N:30][N:27]=3)[C:20]3[C:15](=[CH:16][CH:17]=[C:18]([CH3:28])[CH:19]=3)[N:14]=2)[CH2:4][CH2:3]1, predict the reactants needed to synthesize it. The reactants are: [O:1]=[S:2]1(=[O:29])[C:8]2[CH:9]=[CH:10][CH:11]=[CH:12][C:7]=2[CH2:6][N:5]([C:13]2[CH:22]=[C:21]([NH:23][CH2:24][CH2:25][C:26]#[N:27])[C:20]3[C:15](=[CH:16][CH:17]=[C:18]([CH3:28])[CH:19]=3)[N:14]=2)[CH2:4][CH2:3]1.[N-:30]=[N+:31]=[N-:32].[Na+].CN(C)C=O.[Cl-].[NH4+]. (3) Given the product [C:44]([NH:1][C:2]1[CH:3]=[CH:4][C:5]([N:8]2[CH2:14][CH2:13][CH2:12][CH:11]([N:15]3[CH2:19][CH2:18][C@@H:17]([NH:20][C:21](=[O:36])[CH2:22][NH:23][C:24](=[O:35])[C:25]4[CH:30]=[CH:29][CH:28]=[C:27]([C:31]([F:33])([F:34])[F:32])[CH:26]=4)[CH2:16]3)[CH2:10][CH2:9]2)=[CH:6][CH:7]=1)(=[O:46])[CH3:45], predict the reactants needed to synthesize it. The reactants are: [NH2:1][C:2]1[CH:7]=[CH:6][C:5]([N:8]2[CH2:14][CH2:13][CH2:12][CH:11]([N:15]3[CH2:19][CH2:18][C@@H:17]([NH:20][C:21](=[O:36])[CH2:22][NH:23][C:24](=[O:35])[C:25]4[CH:30]=[CH:29][CH:28]=[C:27]([C:31]([F:34])([F:33])[F:32])[CH:26]=4)[CH2:16]3)[CH2:10][CH2:9]2)=[CH:4][CH:3]=1.C(N(CC)CC)C.[C:44](Cl)(=[O:46])[CH3:45].C([O-])(O)=O.[Na+].